From a dataset of Forward reaction prediction with 1.9M reactions from USPTO patents (1976-2016). Predict the product of the given reaction. (1) Given the reactants Cl[C:2]1[C:11]2[C:6](=[CH:7][C:8]([C:12]3[CH:13]=[C:14]([CH:21]=[CH:22][C:23]=3[CH3:24])[C:15]([NH:17][CH:18]3[CH2:20][CH2:19]3)=[O:16])=[CH:9][CH:10]=2)[CH:5]=[N:4][N:3]=1.[C:25]1([CH3:34])[CH:30]=[CH:29][C:28](B(O)O)=[CH:27][CH:26]=1.C(=O)([O-])[O-].[K+].[K+], predict the reaction product. The product is: [CH:18]1([NH:17][C:15](=[O:16])[C:14]2[CH:21]=[CH:22][C:23]([CH3:24])=[C:12]([C:8]3[CH:7]=[C:6]4[C:11](=[CH:10][CH:9]=3)[C:2]([C:28]3[CH:29]=[CH:30][C:25]([CH3:34])=[CH:26][CH:27]=3)=[N:3][N:4]=[CH:5]4)[CH:13]=2)[CH2:20][CH2:19]1. (2) Given the reactants [CH3:1][C@H:2]([OH:9])[CH2:3][CH2:4][CH2:5][CH2:6][CH2:7][CH3:8].C1(P(C2C=CC=CC=2)C2C=CC=CC=2)C=CC=CC=1.[C:29](O)(=[O:36])[C:30]1[CH:35]=[CH:34][CH:33]=[CH:32][CH:31]=1.COCCOC(N=NC(OCCOC)=O)=O, predict the reaction product. The product is: [C:29]([O:9][C@@H:2]([CH2:3][CH2:4][CH2:5][CH2:6][CH2:7][CH3:8])[CH3:1])(=[O:36])[C:30]1[CH:35]=[CH:34][CH:33]=[CH:32][CH:31]=1.[CH3:1][C@H:2]([OH:9])[CH2:3][CH2:4][CH2:5][CH2:6][CH2:7][CH3:8].